Dataset: Reaction yield outcomes from USPTO patents with 853,638 reactions. Task: Predict the reaction yield, written as a fraction of the theoretical maximum amount of product (1.0 means a 100% yield; for example, 0.34 means a 34% yield). The reactants are [CH3:1][O:2][C:3]1([C:8]([NH2:10])=[O:9])[CH2:7][CH2:6][CH2:5][CH2:4]1.[Li+].C[Si]([N-][Si](C)(C)C)(C)C.Cl[C:22]([O:24][C:25]([CH3:27])=[CH2:26])=[O:23]. The catalyst is C1COCC1. The product is [CH3:1][O:2][C:3]1([C:8]([NH:10][C:22](=[O:23])[O:24][C:25]([CH3:27])=[CH2:26])=[O:9])[CH2:7][CH2:6][CH2:5][CH2:4]1. The yield is 1.05.